This data is from Forward reaction prediction with 1.9M reactions from USPTO patents (1976-2016). The task is: Predict the product of the given reaction. (1) Given the reactants [Cl:1][C:2]1[CH:7]=[CH:6][CH:5]=[C:4]([Cl:8])[C:3]=1[CH2:9][NH2:10].[Br:11][C:12]1[S:16][C:15]2=[N:17][C:18]([C:20](O)=[O:21])=[CH:19][N:14]2[CH:13]=1, predict the reaction product. The product is: [Br:11][C:12]1[S:16][C:15]2=[N:17][C:18]([C:20]([NH:10][CH2:9][C:3]3[C:2]([Cl:1])=[CH:7][CH:6]=[CH:5][C:4]=3[Cl:8])=[O:21])=[CH:19][N:14]2[CH:13]=1. (2) Given the reactants [F:1][C:2]1[CH:3]=[C:4]([NH:9][C:10]2[CH:15]=[CH:14][N:13]=[C:12]([NH:16][C:17]3[CH:22]=[CH:21][C:20]([S:23]([N:26]([CH3:33])[CH:27]4[CH2:32][CH2:31][NH:30][CH2:29][CH2:28]4)(=[O:25])=[O:24])=[CH:19][CH:18]=3)[N:11]=2)[CH:5]=[CH:6][C:7]=1[F:8].[F:34][C:35]([F:40])([F:39])[CH2:36][CH:37]=O, predict the reaction product. The product is: [F:1][C:2]1[CH:3]=[C:4]([NH:9][C:10]2[CH:15]=[CH:14][N:13]=[C:12]([NH:16][C:17]3[CH:18]=[CH:19][C:20]([S:23]([N:26]([CH3:33])[CH:27]4[CH2:32][CH2:31][N:30]([CH2:37][CH2:36][C:35]([F:40])([F:39])[F:34])[CH2:29][CH2:28]4)(=[O:24])=[O:25])=[CH:21][CH:22]=3)[N:11]=2)[CH:5]=[CH:6][C:7]=1[F:8]. (3) Given the reactants [C:1]([C:3]1[CH:4]=[C:5]([CH3:17])[C:6]([NH:9][CH2:10][CH2:11][N:12]2[CH2:16][CH2:15][CH2:14][CH2:13]2)=[N:7][CH:8]=1)#[CH:2].[Cl:18][C:19]1[CH:24]=[CH:23][C:22]([C:25]2[CH:26]=[CH:27][C:28](I)=[N:29][CH:30]=2)=[CH:21][CH:20]=1, predict the reaction product. The product is: [Cl:18][C:19]1[CH:20]=[CH:21][C:22]([C:25]2[CH:26]=[CH:27][C:28]([C:2]#[C:1][C:3]3[CH:4]=[C:5]([CH3:17])[C:6]([NH:9][CH2:10][CH2:11][N:12]4[CH2:16][CH2:15][CH2:14][CH2:13]4)=[N:7][CH:8]=3)=[N:29][CH:30]=2)=[CH:23][CH:24]=1. (4) Given the reactants Br[C:2]1[C:3]([O:17][CH3:18])=[C:4]2[O:8][C:7]([CH:9]3[CH2:11][CH2:10]3)=[N:6][C:5]2=[C:12]([C:15]#[N:16])[C:13]=1[CH3:14].C([Sn](CCCC)(CCCC)[C:24]1[CH:29]=[CH:28][CH:27]=[CH:26][CH:25]=1)CCC.C(C1(C)C(O)=C(C(C)(C)C)C=CC1)(C)(C)C, predict the reaction product. The product is: [CH:9]1([C:7]2[O:8][C:4]3[C:5](=[C:12]([C:15]#[N:16])[C:13]([CH3:14])=[C:2]([C:24]4[CH:29]=[CH:28][CH:27]=[CH:26][CH:25]=4)[C:3]=3[O:17][CH3:18])[N:6]=2)[CH2:11][CH2:10]1. (5) Given the reactants [F:1][C:2]1[CH:3]=[C:4]([CH:8]([CH:13]2[CH2:17][CH2:16][CH2:15][CH2:14]2)[C:9]([O:11][CH3:12])=[O:10])[CH:5]=[CH:6][CH:7]=1.I[CH3:19], predict the reaction product. The product is: [F:1][C:2]1[CH:3]=[C:4]([C:8]([CH:13]2[CH2:17][CH2:16][CH2:15][CH2:14]2)([CH3:19])[C:9]([O:11][CH3:12])=[O:10])[CH:5]=[CH:6][CH:7]=1.